Task: Predict the product of the given reaction.. Dataset: Forward reaction prediction with 1.9M reactions from USPTO patents (1976-2016) (1) The product is: [C:1]([NH:5][C:6]([C:8]1[C:16]2[C:11](=[N:12][CH:13]=[C:14]([C:17]3[C:25]4[C:20](=[CH:21][CH:22]=[C:23]([O:26][CH:27]([F:28])[F:29])[CH:24]=4)[N:19]([CH2:30][CH2:31][CH2:32][C:33]([OH:35])=[O:34])[N:18]=3)[N:15]=2)[NH:10][CH:9]=1)=[O:7])([CH3:4])([CH3:2])[CH3:3]. Given the reactants [C:1]([NH:5][C:6]([C:8]1[C:16]2[C:11](=[N:12][CH:13]=[C:14]([C:17]3[C:25]4[C:20](=[CH:21][CH:22]=[C:23]([O:26][CH:27]([F:29])[F:28])[CH:24]=4)[N:19]([CH2:30][CH2:31][CH2:32][C:33]([OH:35])=[O:34])[N:18]=3)[N:15]=2)[N:10](COCC[Si](C)(C)C)[CH:9]=1)=[O:7])([CH3:4])([CH3:3])[CH3:2].FC(F)(F)C(O)=O.C(N)CN.Cl, predict the reaction product. (2) The product is: [C:10]([C:14]1[CH:19]=[CH:18][C:17]([NH:20][C:21]2[C:22]3[CH2:37][CH2:36][N:35]([C:39]4[C:44]([Cl:45])=[CH:43][CH:42]=[CH:41][N:40]=4)[CH2:34][C:23]=3[N:24]=[C:25]([CH2:27][N:28]3[CH2:29][CH2:30][O:31][CH2:32][CH2:33]3)[N:26]=2)=[CH:16][CH:15]=1)([CH3:13])([CH3:11])[CH3:12]. Given the reactants C(N(C(C)C)CC)(C)C.[C:10]([C:14]1[CH:19]=[CH:18][C:17]([NH:20][C:21]2[C:22]3[CH2:37][CH2:36][NH:35][CH2:34][C:23]=3[N:24]=[C:25]([CH2:27][N:28]3[CH2:33][CH2:32][O:31][CH2:30][CH2:29]3)[N:26]=2)=[CH:16][CH:15]=1)([CH3:13])([CH3:12])[CH3:11].Cl[C:39]1[C:44]([Cl:45])=[CH:43][CH:42]=[CH:41][N:40]=1, predict the reaction product. (3) Given the reactants C(N(CC)CC)C.[C:8]([C:12]1[CH:16]=[C:15]([NH:17][C:18](=[O:26])OC2C=CC=CC=2)[N:14]([CH3:27])[N:13]=1)([CH3:11])([CH3:10])[CH3:9].[NH2:28][C:29]1[C:38]2[C:33](=[CH:34][CH:35]=[CH:36][CH:37]=2)[C:32]([O:39][C:40]2[CH:45]=[CH:44][N:43]=[C:42]([NH:46][C:47]3[CH:52]=[C:51]([O:53][CH2:54][CH2:55][O:56][CH2:57][CH2:58][O:59][CH2:60][CH2:61][O:62][CH3:63])[CH:50]=[C:49]([O:64][CH3:65])[CH:48]=3)[N:41]=2)=[CH:31][CH:30]=1, predict the reaction product. The product is: [C:8]([C:12]1[CH:16]=[C:15]([NH:17][C:18]([NH:28][C:29]2[C:38]3[C:33](=[CH:34][CH:35]=[CH:36][CH:37]=3)[C:32]([O:39][C:40]3[CH:45]=[CH:44][N:43]=[C:42]([NH:46][C:47]4[CH:52]=[C:51]([O:53][CH2:54][CH2:55][O:56][CH2:57][CH2:58][O:59][CH2:60][CH2:61][O:62][CH3:63])[CH:50]=[C:49]([O:64][CH3:65])[CH:48]=4)[N:41]=3)=[CH:31][CH:30]=2)=[O:26])[N:14]([CH3:27])[N:13]=1)([CH3:9])([CH3:10])[CH3:11]. (4) The product is: [CH3:27][O:28][C:29]1[CH:36]=[C:35]([O:37][CH3:38])[CH:34]=[CH:33][C:30]=1[CH2:31][NH:32][C:4](=[O:6])[C:3]1[CH:7]=[C:8]([I:11])[CH:9]=[CH:10][C:2]=1[Cl:1]. Given the reactants [Cl:1][C:2]1[CH:10]=[CH:9][C:8]([I:11])=[CH:7][C:3]=1[C:4]([OH:6])=O.C(N1C=CN=C1)(N1C=CN=C1)=O.C(=O)=O.[CH3:27][O:28][C:29]1[CH:36]=[C:35]([O:37][CH3:38])[CH:34]=[CH:33][C:30]=1[CH2:31][NH2:32], predict the reaction product. (5) Given the reactants ClC1C=CC(S([N:11]2[CH:16]([C:17]3[CH:22]=C(F)C=C(F)[CH:18]=3)[CH2:15][C:14]3[NH:25][N:26]=[CH:27][C:13]=3[CH2:12]2)(=O)=O)=CC=1.FC1C=C(C2CC(=O)CCN2[C:43]([O:45][CH2:46][C:47]2[CH:52]=[CH:51][CH:50]=[CH:49][CH:48]=2)=[O:44])C=C(F)C=1.ClC1C=CC(C2CC(=O)CCN2C(OCC2C=CC=CC=2)=O)=CC=1.FC1C=C([Mg]Br)C=C(F)C=1.O.NN.N1CCC(=O)CC1, predict the reaction product. The product is: [CH:17]([CH:16]1[N:11]([C:43]([O:45][CH2:46][C:47]2[CH:52]=[CH:51][CH:50]=[CH:49][CH:48]=2)=[O:44])[CH2:12][C:13]2[CH:27]=[N:26][NH:25][C:14]=2[CH2:15]1)([CH3:18])[CH3:22]. (6) Given the reactants [Cl:1][C:2]1[CH:3]=[N:4][C:5]2[N:6]([N:8]=[C:9]([C:11]([OH:13])=O)[CH:10]=2)[CH:7]=1.[F:14][C:15]1[CH:20]=[CH:19][CH:18]=[CH:17][C:16]=1[C:21]1[CH2:22][CH:23]([CH3:27])[NH:24][CH2:25][CH:26]=1, predict the reaction product. The product is: [Cl:1][C:2]1[CH:3]=[N:4][C:5]2[N:6]([N:8]=[C:9]([C:11]([N:24]3[CH2:25][CH:26]=[C:21]([C:16]4[CH:17]=[CH:18][CH:19]=[CH:20][C:15]=4[F:14])[CH2:22][CH:23]3[CH3:27])=[O:13])[CH:10]=2)[CH:7]=1. (7) Given the reactants [F:1][CH:2]([F:24])[C:3]1[N:8]2[N:9]=[CH:10][C:11]([C:12]#[CH:13])=[C:7]2[N:6]=[C:5]([C:14]2[CH:19]=[CH:18][C:17]([C:20]([F:23])([F:22])[F:21])=[CH:16][CH:15]=2)[CH:4]=1.Br[C:26]1[CH:31]=[CH:30][C:29]([S:32]([NH:35][CH3:36])(=[O:34])=[O:33])=[CH:28][CH:27]=1, predict the reaction product. The product is: [F:24][CH:2]([F:1])[C:3]1[N:8]2[N:9]=[CH:10][C:11]([C:12]#[C:13][C:26]3[CH:27]=[CH:28][C:29]([S:32]([NH:35][CH3:36])(=[O:33])=[O:34])=[CH:30][CH:31]=3)=[C:7]2[N:6]=[C:5]([C:14]2[CH:19]=[CH:18][C:17]([C:20]([F:23])([F:22])[F:21])=[CH:16][CH:15]=2)[CH:4]=1. (8) The product is: [CH:28]([NH:31][C:13]([C:12]1[C:6]2[C:7](=[N:8][CH:9]=[C:4]([CH:1]3[CH2:3][CH2:2]3)[N:5]=2)[N:10]([CH2:16][O:17][CH2:18][CH2:19][Si:20]([CH3:23])([CH3:21])[CH3:22])[CH:11]=1)=[O:14])([CH3:30])[CH3:29]. Given the reactants [CH:1]1([C:4]2[N:5]=[C:6]3[C:12]([C:13](O)=[O:14])=[CH:11][N:10]([CH2:16][O:17][CH2:18][CH2:19][Si:20]([CH3:23])([CH3:22])[CH3:21])[C:7]3=[N:8][CH:9]=2)[CH2:3][CH2:2]1.C(Cl)CCl.[CH:28]([NH2:31])([CH3:30])[CH3:29], predict the reaction product.